This data is from Forward reaction prediction with 1.9M reactions from USPTO patents (1976-2016). The task is: Predict the product of the given reaction. (1) Given the reactants Br[C:2]1[CH:3]=[N:4][CH:5]=[C:6]2[C:11]=1[N:10]=[C:9]([C:12]([NH:14][CH2:15][C:16]([CH3:19])([CH3:18])[CH3:17])=[O:13])[CH:8]=[CH:7]2.[F:20][C:21]1[CH:26]=[CH:25][C:24]([F:27])=[CH:23][C:22]=1B(O)O.C(=O)([O-])[O-].[Cs+].[Cs+], predict the reaction product. The product is: [F:20][C:21]1[CH:26]=[CH:25][C:24]([F:27])=[CH:23][C:22]=1[C:2]1[CH:3]=[N:4][CH:5]=[C:6]2[C:11]=1[N:10]=[C:9]([C:12]([NH:14][CH2:15][C:16]([CH3:19])([CH3:18])[CH3:17])=[O:13])[CH:8]=[CH:7]2. (2) Given the reactants [NH2:1][C:2]1[CH:7]=[CH:6][C:5]([NH:8][C:9]([C:11]2[C:12]([C:17]3[CH:22]=[CH:21][C:20]([C:23]([F:26])([F:25])[F:24])=[CH:19][CH:18]=3)=[CH:13][CH:14]=[CH:15][CH:16]=2)=[O:10])=[C:4]([CH3:27])[CH:3]=1.[CH:28]([C:30]1[CH:35]=[CH:34][CH:33]=[CH:32][N:31]=1)=[CH2:29].CS(O)(=O)=O, predict the reaction product. The product is: [CH3:27][C:4]1[CH:3]=[C:2]([NH:1][CH2:29][CH2:28][C:30]2[CH:35]=[CH:34][CH:33]=[CH:32][N:31]=2)[CH:7]=[CH:6][C:5]=1[NH:8][C:9]([C:11]1[C:12]([C:17]2[CH:22]=[CH:21][C:20]([C:23]([F:24])([F:25])[F:26])=[CH:19][CH:18]=2)=[CH:13][CH:14]=[CH:15][CH:16]=1)=[O:10].